Dataset: Reaction yield outcomes from USPTO patents with 853,638 reactions. Task: Predict the reaction yield, written as a fraction of the theoretical maximum amount of product (1.0 means a 100% yield; for example, 0.34 means a 34% yield). The reactants are [CH3:1][NH:2][CH3:3].Cl.Cl[CH2:6][C:7]1[N:16]=[C:15]([OH:17])[C:14]2[C:9](=[CH:10][C:11]([O:18][CH3:19])=[CH:12][CH:13]=2)[N:8]=1. No catalyst specified. The product is [CH3:1][N:2]([CH2:6][C:7]1[N:16]=[C:15]([OH:17])[C:14]2[C:9](=[CH:10][C:11]([O:18][CH3:19])=[CH:12][CH:13]=2)[N:8]=1)[CH3:3]. The yield is 0.970.